This data is from Catalyst prediction with 721,799 reactions and 888 catalyst types from USPTO. The task is: Predict which catalyst facilitates the given reaction. (1) Reactant: [CH2:1]([N:8]([OH:23])[C:9]([C:11]1[CH:16]=[C:15]([C:17]2[CH2:22][CH2:21][CH2:20][CH2:19][CH:18]=2)[CH:14]=[CH:13][N:12]=1)=[O:10])[C:2]1[CH:7]=[CH:6][CH:5]=[CH:4][CH:3]=1.[H][H]. Product: [CH2:1]([N:8]([OH:23])[C:9]([C:11]1[CH:16]=[C:15]([CH:17]2[CH2:18][CH2:19][CH2:20][CH2:21][CH2:22]2)[CH:14]=[CH:13][N:12]=1)=[O:10])[C:2]1[CH:7]=[CH:6][CH:5]=[CH:4][CH:3]=1. The catalyst class is: 29. (2) Reactant: [Cl:1][C:2]1[CH:7]=[CH:6][C:5]([S:8]([C:11]2([C:26]3[CH:31]=[C:30]([F:32])[CH:29]=[CH:28][C:27]=3[F:33])[CH2:16][CH2:15][CH:14]([CH2:17][S:18]([N:21]3[CH2:24][CH:23]([OH:25])[CH2:22]3)(=[O:20])=[O:19])[CH2:13][CH2:12]2)(=[O:10])=[O:9])=[CH:4][CH:3]=1.CC(OI1(OC(C)=O)(OC(C)=O)OC(=O)C2C=CC=CC1=2)=O.C(OCC)(=O)C. Product: [Cl:1][C:2]1[CH:7]=[CH:6][C:5]([S:8]([C:11]2([C:26]3[CH:31]=[C:30]([F:32])[CH:29]=[CH:28][C:27]=3[F:33])[CH2:12][CH2:13][CH:14]([CH2:17][S:18]([N:21]3[CH2:24][C:23](=[O:25])[CH2:22]3)(=[O:19])=[O:20])[CH2:15][CH2:16]2)(=[O:10])=[O:9])=[CH:4][CH:3]=1. The catalyst class is: 4. (3) Reactant: [I:1][C:2]1[CH:3]=[C:4]([NH:8][C:9]2[O:13][C:12]([C:14]([NH:16][C:17]3[CH:18]=[N:19][C:20]([N:23]4[CH2:28][CH2:27][O:26][CH2:25][CH2:24]4)=[CH:21][CH:22]=3)=[O:15])=[N:11][N:10]=2)[CH:5]=[CH:6][CH:7]=1.[H-].[Na+].Cl[CH2:32][O:33][CH2:34][CH2:35][Si:36]([CH3:39])([CH3:38])[CH3:37].[CH3:40][CH2:41][O:42][CH2:43]C. Product: [I:1][C:2]1[CH:3]=[C:4]([N:8]([CH2:43][O:42][CH2:41][CH2:40][Si:36]([CH3:38])([CH3:37])[CH3:35])[C:9]2[O:13][C:12]([C:14]([N:16]([C:17]3[CH:18]=[N:19][C:20]([N:23]4[CH2:24][CH2:25][O:26][CH2:27][CH2:28]4)=[CH:21][CH:22]=3)[CH2:32][O:33][CH2:34][CH2:35][Si:36]([CH3:39])([CH3:38])[CH3:37])=[O:15])=[N:11][N:10]=2)[CH:5]=[CH:6][CH:7]=1. The catalyst class is: 3. (4) Reactant: [CH:1]1[C:14]2[C:5](=[CH:6][C:7]3[C:12]([C:13]=2[C:15]([N:17]2[CH2:22][CH2:21][CH:20]([N:23]4[CH2:36][C:27]5([C:31](=[O:32])[N:30]([CH2:33][CH3:34])[CH:29]([CH3:35])[CH2:28]5)[N:26](C(=O)C(F)(F)F)[CH2:25][CH2:24]4)[CH2:19][CH2:18]2)=[O:16])=[CH:11][CH:10]=[CH:9][CH:8]=3)[CH:4]=[CH:3][CH:2]=1.C(=O)([O-])[O-].[K+].[K+].CO.O. The catalyst class is: 13. Product: [CH:1]1[C:14]2[C:5](=[CH:6][C:7]3[C:12]([C:13]=2[C:15]([N:17]2[CH2:18][CH2:19][CH:20]([N:23]4[CH2:36][C:27]5([C:31](=[O:32])[N:30]([CH2:33][CH3:34])[CH:29]([CH3:35])[CH2:28]5)[NH:26][CH2:25][CH2:24]4)[CH2:21][CH2:22]2)=[O:16])=[CH:11][CH:10]=[CH:9][CH:8]=3)[CH:4]=[CH:3][CH:2]=1. (5) Reactant: [Cl:1][C:2]1[CH:7]=[CH:6][C:5]([OH:8])=[CH:4][N:3]=1.[C:9]([N:16]1[CH2:21][CH2:20][CH:19]([CH2:22]O)[CH2:18][CH2:17]1)([O:11][C:12]([CH3:15])([CH3:14])[CH3:13])=[O:10].C1C=CC(P(C2C=CC=CC=2)C2C=CC=CC=2)=CC=1.N(C(OC(C)C)=O)=NC(OC(C)C)=O. Product: [Cl:1][C:2]1[N:3]=[CH:4][C:5]([O:8][CH2:22][CH:19]2[CH2:20][CH2:21][N:16]([C:9]([O:11][C:12]([CH3:13])([CH3:15])[CH3:14])=[O:10])[CH2:17][CH2:18]2)=[CH:6][CH:7]=1. The catalyst class is: 1.